Dataset: Peptide-MHC class II binding affinity with 134,281 pairs from IEDB. Task: Regression. Given a peptide amino acid sequence and an MHC pseudo amino acid sequence, predict their binding affinity value. This is MHC class II binding data. (1) The peptide sequence is LLVKYAAGDGNIVAV. The MHC is HLA-DQA10401-DQB10402 with pseudo-sequence HLA-DQA10401-DQB10402. The binding affinity (normalized) is 0.216. (2) The peptide sequence is VPDTKVNFYAWKRME. The MHC is DRB1_0404 with pseudo-sequence DRB1_0404. The binding affinity (normalized) is 0.230. (3) The peptide sequence is DKRLAAYLMLMRSPS. The MHC is HLA-DPA10201-DPB11401 with pseudo-sequence HLA-DPA10201-DPB11401. The binding affinity (normalized) is 0.572. (4) The peptide sequence is VSKAPQLVPKLDEVY. The MHC is HLA-DPA10103-DPB10402 with pseudo-sequence HLA-DPA10103-DPB10402. The binding affinity (normalized) is 0.205. (5) The peptide sequence is KKSGARSNVTFTVNQTS. The MHC is DRB1_0901 with pseudo-sequence DRB1_0901. The binding affinity (normalized) is 0.444.